Dataset: Full USPTO retrosynthesis dataset with 1.9M reactions from patents (1976-2016). Task: Predict the reactants needed to synthesize the given product. (1) Given the product [CH3:13][O:12][C:10](=[O:11])[C@@H:9]([NH:8][C:6](=[O:7])[C@@H:49]([NH:48][C:46]([O:45][CH2:38][C:39]1[CH:44]=[CH:43][CH:42]=[CH:41][CH:40]=1)=[O:47])[CH3:50])[CH2:14][C:15]1[CH:16]=[CH:17][C:18]([Cl:21])=[CH:19][CH:20]=1, predict the reactants needed to synthesize it. The reactants are: C(O[C:6]([NH:8][C@@H:9]([CH2:14][C:15]1[CH:20]=[CH:19][C:18]([Cl:21])=[CH:17][CH:16]=1)[C:10]([O:12][CH3:13])=[O:11])=[O:7])(C)(C)C.C(O)(C(F)(F)F)=O.C(N(CC)C(C)C)(C)C.[CH2:38]([O:45][C:46]([NH:48][C@@H:49](C)[C:50](O)=O)=[O:47])[C:39]1[CH:44]=[CH:43][CH:42]=[CH:41][CH:40]=1.CN(C(ON1N=NC2C=CC=NC1=2)=[N+](C)C)C.F[P-](F)(F)(F)(F)F. (2) Given the product [CH3:12][O:13][C:14]1[CH:15]=[C:16]([CH:19]=[CH:20][C:21]=1[O:22][CH3:23])[CH2:17][N:18]=[CH:10][C:8]1[S:7][C:6]2[N:1]=[CH:2][N:3]=[CH:4][C:5]=2[CH:9]=1, predict the reactants needed to synthesize it. The reactants are: [N:1]1[C:6]2[S:7][C:8]([CH:10]=O)=[CH:9][C:5]=2[CH:4]=[N:3][CH:2]=1.[CH3:12][O:13][C:14]1[CH:15]=[C:16]([CH:19]=[CH:20][C:21]=1[O:22][CH3:23])[CH2:17][NH2:18]. (3) The reactants are: COC1C=CC(C[O:8][C@H:9]([C@H:58]([CH3:71])[CH2:59][C@@H:60]([CH3:70])[CH2:61][O:62][Si:63]([C:66]([CH3:69])([CH3:68])[CH3:67])([CH3:65])[CH3:64])[C@@H:10]([CH3:57])/[CH:11]=[CH:12]\[C@@H:13]([O:49][Si:50]([C:53]([CH3:56])([CH3:55])[CH3:54])([CH3:52])[CH3:51])[CH2:14][C@H:15]([O:41][Si:42]([C:45]([CH3:48])([CH3:47])[CH3:46])([CH3:44])[CH3:43])[C@@H:16]([CH3:40])/[CH:17]=[CH:18]/[CH2:19][O:20][C:21]([C:34]2[CH:39]=[CH:38][CH:37]=[CH:36][CH:35]=2)([C:28]2[CH:33]=[CH:32][CH:31]=[CH:30][CH:29]=2)[C:22]2[CH:27]=[CH:26][CH:25]=[CH:24][CH:23]=2)=CC=1.C(Cl)Cl.C(C1C(=O)C(Cl)=C(Cl)C(=O)C=1C#N)#N. Given the product [Si:63]([O:62][CH2:61][C@H:60]([CH3:70])[CH2:59][C@@H:58]([CH3:71])[C@@H:9]([OH:8])[C@@H:10]([CH3:57])/[CH:11]=[CH:12]\[C@@H:13]([O:49][Si:50]([C:53]([CH3:56])([CH3:55])[CH3:54])([CH3:51])[CH3:52])[CH2:14][C@H:15]([O:41][Si:42]([C:45]([CH3:46])([CH3:47])[CH3:48])([CH3:44])[CH3:43])[C@@H:16]([CH3:40])/[CH:17]=[CH:18]/[CH2:19][O:20][C:21]([C:28]1[CH:29]=[CH:30][CH:31]=[CH:32][CH:33]=1)([C:34]1[CH:39]=[CH:38][CH:37]=[CH:36][CH:35]=1)[C:22]1[CH:23]=[CH:24][CH:25]=[CH:26][CH:27]=1)([C:66]([CH3:69])([CH3:67])[CH3:68])([CH3:65])[CH3:64], predict the reactants needed to synthesize it.